This data is from Full USPTO retrosynthesis dataset with 1.9M reactions from patents (1976-2016). The task is: Predict the reactants needed to synthesize the given product. (1) Given the product [Cl:1][C:2]1[N:7]=[C:6]([NH:9][C:10]2[CH:18]=[CH:17][C:13]3[NH:14][CH:15]=[N:16][C:12]=3[CH:11]=2)[CH:5]=[CH:4][N:3]=1, predict the reactants needed to synthesize it. The reactants are: [Cl:1][C:2]1[N:7]=[C:6](Cl)[CH:5]=[CH:4][N:3]=1.[NH2:9][C:10]1[CH:18]=[CH:17][C:13]2[N:14]=[CH:15][NH:16][C:12]=2[CH:11]=1.CCN(CC)CC. (2) Given the product [C:20]12([CH:30]=[C:3]([C:4]3[CH:5]=[CH:6][CH:7]=[CH:8][CH:9]=3)[C:1]#[N:2])[CH2:21][CH:22]3[CH2:28][CH:26]([CH2:25][CH:24]([CH2:23]3)[CH2:29]1)[CH2:27]2, predict the reactants needed to synthesize it. The reactants are: [C:1]([CH:3](P(=O)(OCC)OCC)[C:4]1[CH:9]=[CH:8][CH:7]=[CH:6][CH:5]=1)#[N:2].[H-].[Na+].[C:20]12([CH:30]=O)[CH2:29][CH:24]3[CH2:25][CH:26]([CH2:28][CH:22]([CH2:23]3)[CH2:21]1)[CH2:27]2.O. (3) Given the product [F:19][C:18]([F:21])([F:20])[C:15]1[CH:16]=[CH:17][C:12]([O:11][C:8]2[CH:9]=[CH:10][C:5]([O:4][C:2]([N:36]3[CH2:35][CH2:34][CH:33]([CH2:32][C:31]4[CH:39]=[CH:40][C:28]([CH2:27][C:26]5[N:22]=[N:23][NH:24][N:25]=5)=[CH:29][CH:30]=4)[CH2:38][CH2:37]3)=[O:3])=[CH:6][CH:7]=2)=[N:13][CH:14]=1, predict the reactants needed to synthesize it. The reactants are: Cl[C:2]([O:4][C:5]1[CH:10]=[CH:9][C:8]([O:11][C:12]2[CH:17]=[CH:16][C:15]([C:18]([F:21])([F:20])[F:19])=[CH:14][N:13]=2)=[CH:7][CH:6]=1)=[O:3].[N:22]1[NH:23][N:24]=[N:25][C:26]=1[CH2:27][C:28]1[CH:40]=[CH:39][C:31]([CH2:32][CH:33]2[CH2:38][CH2:37][NH:36][CH2:35][CH2:34]2)=[CH:30][CH:29]=1. (4) Given the product [CH2:15]([N:9]1[C:10](=[O:11])[CH:2]2[CH:3]([CH:4]3[CH2:7][CH:1]2[CH2:6][CH2:5]3)[C:8]1=[O:12])[C:14]#[CH:13], predict the reactants needed to synthesize it. The reactants are: [CH:1]12[CH2:7][CH:4]([CH2:5][CH2:6]1)[CH:3]1[C:8](=[O:12])[NH:9][C:10](=[O:11])[CH:2]21.[CH2:13](Br)[C:14]#[CH:15].C([O-])([O-])=O.[K+].[K+]. (5) Given the product [CH2:10]([O:9][C:7]([C:6](=[CH2:12])[CH2:5][O:4][C:1]1[CH:21]=[CH:22][C:17]([C:15]([O:14][CH3:13])=[O:16])=[CH:18][CH:2]=1)=[O:8])[CH3:11], predict the reactants needed to synthesize it. The reactants are: [C:1]([O:4][CH2:5][C:6](=[CH2:12])[C:7]([O:9][CH2:10][CH3:11])=[O:8])(=O)[CH3:2].[CH3:13][O:14][C:15]([C:17]1[CH:18]=CC(O)=[CH:21][CH:22]=1)=[O:16]. (6) Given the product [CH3:27][C:6]1[CH:7]=[C:8]([C:12]2[NH:21][C:20](=[O:22])[C:19]3[C:14](=[CH:15][C:16]([O:25][CH3:26])=[CH:17][C:18]=3[O:23][CH3:24])[N:13]=2)[CH:9]=[C:10]([CH3:11])[C:5]=1[O:4][CH2:3][CH2:2][NH:31][CH2:30][C:29]([F:33])([F:32])[F:28], predict the reactants needed to synthesize it. The reactants are: Br[CH2:2][CH2:3][O:4][C:5]1[C:10]([CH3:11])=[CH:9][C:8]([C:12]2[NH:21][C:20](=[O:22])[C:19]3[C:14](=[CH:15][C:16]([O:25][CH3:26])=[CH:17][C:18]=3[O:23][CH3:24])[N:13]=2)=[CH:7][C:6]=1[CH3:27].[F:28][C:29]([F:33])([F:32])[CH2:30][NH2:31].C1COCC1.O. (7) Given the product [C:1]([N:5]1[C:9]([NH:10][C:11]2[CH:16]=[N:15][CH:14]=[C:13]([CH:18]=[CH2:19])[N:12]=2)=[CH:8][CH:7]=[N:6]1)([CH3:4])([CH3:3])[CH3:2], predict the reactants needed to synthesize it. The reactants are: [C:1]([N:5]1[C:9]([NH:10][C:11]2[CH:16]=[N:15][CH:14]=[C:13](Cl)[N:12]=2)=[CH:8][CH:7]=[N:6]1)([CH3:4])([CH3:3])[CH3:2].[CH:18]([B-](F)(F)F)=[CH2:19].[K+].C(N(CC)CC)C. (8) The reactants are: [Br:1][C:2]1[C:3]([F:11])=[C:4]([C:7]([Cl:10])=[CH:8][CH:9]=1)[CH:5]=O.[NH2:12]OS(O)(=O)=O. Given the product [Br:1][C:2]1[C:3]([F:11])=[C:4]([C:7]([Cl:10])=[CH:8][CH:9]=1)[C:5]#[N:12], predict the reactants needed to synthesize it. (9) Given the product [F:1][C:2]1[CH:3]=[C:4]([CH:8]=[CH:9][C:10]=1[C:11]1[NH:12][C:13]2[C:18]([C:19](=[O:24])[CH:20]=1)=[CH:17][C:16]([OH:22])=[CH:15][CH:14]=2)[C:5]([OH:7])=[O:6], predict the reactants needed to synthesize it. The reactants are: [F:1][C:2]1[CH:3]=[C:4]([CH:8]=[CH:9][C:10]=1[C:11]1[CH:20]=[C:19](F)[C:18]2[C:13](=[CH:14][CH:15]=[C:16]([OH:22])[CH:17]=2)[N:12]=1)[C:5]([OH:7])=[O:6].C(O)(C(F)(F)F)=[O:24].C([O-])(O)=O.[Na+].